This data is from Reaction yield outcomes from USPTO patents with 853,638 reactions. The task is: Predict the reaction yield, written as a fraction of the theoretical maximum amount of product (1.0 means a 100% yield; for example, 0.34 means a 34% yield). The reactants are [C:1]([Mg]Br)#[CH:2].[CH3:5][C:6]1[O:10][N:9]=[C:8]([C:11](=[O:13])[CH3:12])[CH:7]=1. The catalyst is O1CCCC1. The product is [CH3:5][C:6]1[O:10][N:9]=[C:8]([C:11]([OH:13])([C:1]#[CH:2])[CH3:12])[CH:7]=1. The yield is 0.750.